Task: Predict which catalyst facilitates the given reaction.. Dataset: Catalyst prediction with 721,799 reactions and 888 catalyst types from USPTO Reactant: [CH:1]1([NH2:7])[CH2:6][CH2:5][CH2:4][CH2:3][CH2:2]1.C([O:10][C:11]([C:13]1[C:14](=[O:33])[N:15]([CH2:24][C:25]2[CH:30]=[CH:29][C:28]([O:31][CH3:32])=[CH:27][CH:26]=2)[C:16]2[C:21]([C:22]=1[OH:23])=[CH:20][CH:19]=[CH:18][N:17]=2)=O)C. Product: [CH:1]1([NH:7][C:11]([C:13]2[C:14](=[O:33])[N:15]([CH2:24][C:25]3[CH:26]=[CH:27][C:28]([O:31][CH3:32])=[CH:29][CH:30]=3)[C:16]3[C:21]([C:22]=2[OH:23])=[CH:20][CH:19]=[CH:18][N:17]=3)=[O:10])[CH2:6][CH2:5][CH2:4][CH2:3][CH2:2]1. The catalyst class is: 113.